Dataset: Catalyst prediction with 721,799 reactions and 888 catalyst types from USPTO. Task: Predict which catalyst facilitates the given reaction. Reactant: [Cl:1][C:2]1[CH:3]=[C:4]([C@@H:12]([CH2:25][CH:26]2[CH2:30][CH2:29][CH2:28][CH2:27]2)[C:13]([NH:15][C:16]2[CH:20]=[CH:19][N:18]([CH2:21][C:22]([OH:24])=O)[N:17]=2)=[O:14])[CH:5]=[CH:6][C:7]=1[S:8]([CH3:11])(=[O:10])=[O:9].C(Cl)(=O)C(Cl)=O.N1C(C)=CC=CC=1C.[NH:45]1[CH2:50][CH2:49][O:48][CH2:47][CH2:46]1. Product: [Cl:1][C:2]1[CH:3]=[C:4]([C@@H:12]([CH2:25][CH:26]2[CH2:27][CH2:28][CH2:29][CH2:30]2)[C:13]([NH:15][C:16]2[CH:20]=[CH:19][N:18]([CH2:21][C:22]([N:45]3[CH2:50][CH2:49][O:48][CH2:47][CH2:46]3)=[O:24])[N:17]=2)=[O:14])[CH:5]=[CH:6][C:7]=1[S:8]([CH3:11])(=[O:9])=[O:10]. The catalyst class is: 2.